Task: Predict the product of the given reaction.. Dataset: Forward reaction prediction with 1.9M reactions from USPTO patents (1976-2016) (1) Given the reactants [Br:1][C:2]1[CH:7]=[CH:6][C:5]([CH2:8]Br)=[CH:4][N:3]=1.[F:10][C:11]([F:22])([F:21])[C:12]([N:14]=[C:15]1[CH:20]=[CH:19][CH:18]=[CH:17][NH:16]1)=[O:13].C(=O)([O-])[O-].[K+].[K+], predict the reaction product. The product is: [Br:1][C:2]1[N:3]=[CH:4][C:5]([CH2:8][N:16]2[CH:17]=[CH:18][CH:19]=[CH:20][C:15]2=[N:14][C:12](=[O:13])[C:11]([F:21])([F:22])[F:10])=[CH:6][CH:7]=1. (2) Given the reactants C(SCCNCCCC1C=CC=CC=1)(C1C=CC=CC=1)C1C=CC=CC=1.[F:27][C:28]1[CH:33]=[CH:32][C:31]([CH:34]([C:49]2[CH:54]=[CH:53][C:52]([F:55])=[CH:51][CH:50]=2)[S:35][CH2:36][C:37]([NH:39][CH2:40][CH2:41][CH2:42][C:43]2[CH:48]=[CH:47][CH:46]=[CH:45][CH:44]=2)=O)=[CH:30][CH:29]=1, predict the reaction product. The product is: [F:27][C:28]1[CH:29]=[CH:30][C:31]([CH:34]([C:49]2[CH:50]=[CH:51][C:52]([F:55])=[CH:53][CH:54]=2)[S:35][CH2:36][CH2:37][NH:39][CH2:40][CH2:41][CH2:42][C:43]2[CH:48]=[CH:47][CH:46]=[CH:45][CH:44]=2)=[CH:32][CH:33]=1.